From a dataset of Catalyst prediction with 721,799 reactions and 888 catalyst types from USPTO. Predict which catalyst facilitates the given reaction. (1) Reactant: Br[C:2]1[C:3](=[O:13])[C:4]2[C:9]([C:10](=[O:12])[CH:11]=1)=[CH:8][CH:7]=[CH:6][CH:5]=2.CCO.Cl.[NH2:18][CH2:19][C:20]1[CH:29]=[CH:28][C:23]([C:24]([O:26][CH3:27])=[O:25])=[CH:22][CH:21]=1.C([O-])([O-])=O.[K+].[K+]. Product: [O:13]=[C:3]1[C:4]2[C:9](=[CH:8][CH:7]=[CH:6][CH:5]=2)[C:10](=[O:12])[CH:11]=[C:2]1[NH:18][CH2:19][C:20]1[CH:21]=[CH:22][C:23]([C:24]([O:26][CH3:27])=[O:25])=[CH:28][CH:29]=1. The catalyst class is: 6. (2) Reactant: [CH3:1][NH:2][CH2:3][CH:4]([OH:12])[CH2:5][C:6]1[CH:11]=[CH:10][CH:9]=[CH:8][CH:7]=1.[CH3:25][C:24]([O:23][C:21](O[C:21]([O:23][C:24]([CH3:27])([CH3:26])[CH3:25])=[O:22])=[O:22])([CH3:27])[CH3:26]. Product: [OH:12][CH:4]([CH2:5][C:6]1[CH:11]=[CH:10][CH:9]=[CH:8][CH:7]=1)[CH2:3][N:2]([CH3:1])[C:21](=[O:22])[O:23][C:24]([CH3:25])([CH3:26])[CH3:27]. The catalyst class is: 1. (3) Reactant: [CH3:1][O:2][CH2:3][CH2:4][O:5][CH2:6][CH2:7][N:8]1[C:20]2[CH:19]=[CH:18][C:17]([CH:21]=O)=[CH:16][C:15]=2[C:14]2[C:9]1=[CH:10][CH:11]=[CH:12][CH:13]=2.[I-:23].[CH3:24][N+:25]1[C:34]2[C:29](=[CH:30][CH:31]=[CH:32][CH:33]=2)[C:28]([CH3:35])=[CH:27][CH:26]=1.N1CCCCC1. Product: [I-:23].[CH3:1][O:2][CH2:3][CH2:4][O:5][CH2:6][CH2:7][N:8]1[C:20]2[CH:19]=[CH:18][C:17](/[CH:21]=[CH:35]/[C:28]3[C:29]4[C:34](=[CH:33][CH:32]=[CH:31][CH:30]=4)[N+:25]([CH3:24])=[CH:26][CH:27]=3)=[CH:16][C:15]=2[C:14]2[C:9]1=[CH:10][CH:11]=[CH:12][CH:13]=2. The catalyst class is: 8. (4) Reactant: C(OC([N:8]1[CH2:13][CH2:12][S:11](=[O:15])(=[O:14])[CH2:10][CH2:9]1)=O)(C)(C)C.[F:16][C:17]([F:22])([F:21])[C:18]([OH:20])=[O:19].C(OCC)C. Product: [F:16][C:17]([F:22])([F:21])[C:18]([OH:20])=[O:19].[NH:8]1[CH2:13][CH2:12][S:11](=[O:15])(=[O:14])[CH2:10][CH2:9]1. The catalyst class is: 2. (5) Reactant: [CH2:1]([O:3][C:4](=[C:6]([C:9]#[N:10])[C:7]#[N:8])[CH3:5])C.CO[CH:13](OC)[N:14]([CH3:16])[CH3:15]. Product: [CH3:13][N:14]([CH3:16])[CH:15]=[CH:5][C:4](=[C:6]([C:9]#[N:10])[C:7]#[N:8])[O:3][CH3:1]. The catalyst class is: 5. (6) Reactant: [Si:1]([N:8]1[C:11](=[O:12])[C@H:10]([CH3:13])[C@H:9]1[C:14]([OH:16])=[O:15])([C:4]([CH3:7])([CH3:6])[CH3:5])([CH3:3])[CH3:2].[Li+].[CH3:18][CH:19]([N-]C(C)C)C.[CH2:25](Br)C=C. Product: [CH2:13]([C@@:10]1([CH3:25])[C:11](=[O:12])[N:8]([Si:1]([C:4]([CH3:6])([CH3:5])[CH3:7])([CH3:3])[CH3:2])[C@@H:9]1[C:14]([OH:16])=[O:15])[CH:18]=[CH2:19]. The catalyst class is: 1. (7) Reactant: C(N(CC)C(C)C)(C)C.[C:10](Cl)(=[O:13])[CH:11]=[CH2:12].[N:15]1[C:24]2[C:19](=[CH:20][CH:21]=[CH:22][CH:23]=2)[CH:18]=[C:17]([C:25]2[C:26]3[C:39]([NH2:40])=[N:38][CH:37]=[N:36][C:27]=3[N:28]3[CH2:34][CH2:33][C@@H:32]([NH2:35])[CH2:31][CH2:30][C:29]=23)[CH:16]=1.C(=O)(O)[O-].[Na+]. Product: [NH2:40][C:39]1[C:26]2[C:25]([C:17]3[CH:16]=[N:15][C:24]4[C:19]([CH:18]=3)=[CH:20][CH:21]=[CH:22][CH:23]=4)=[C:29]3[CH2:30][CH2:31][C@H:32]([NH:35][C:10](=[O:13])[CH:11]=[CH2:12])[CH2:33][CH2:34][N:28]3[C:27]=2[N:36]=[CH:37][N:38]=1. The catalyst class is: 47. (8) Reactant: [CH:1]1([CH:7]=[O:8])[CH2:6][CH2:5][CH2:4][CH2:3][CH2:2]1.[CH3:9]C([O-])(C)C.[K+].IC.C(OC(N[C@H](C1(C)CCCCC1)C(O)=O)=O)(C)(C)C. Product: [CH3:9][C:1]1([CH:7]=[O:8])[CH2:6][CH2:5][CH2:4][CH2:3][CH2:2]1. The catalyst class is: 2. (9) Reactant: [Cl:1][C:2]1[C:3]([C:28]2[C:36]3[C:31](=[CH:32][CH:33]=[CH:34][CH:35]=3)[N:30](S(C3C=CC=CC=3)(=O)=O)[CH:29]=2)=[N:4][C:5]([NH:8][C:9]2[CH:10]=[C:11]([NH:15][C:16](=[O:27])[CH2:17][CH2:18][NH:19][C:20](=[O:26])[O:21][C:22]([CH3:25])([CH3:24])[CH3:23])[CH:12]=[CH:13][CH:14]=2)=[N:6][CH:7]=1.[OH-].[Na+].[NH4+].[Cl-]. Product: [Cl:1][C:2]1[C:3]([C:28]2[C:36]3[C:31](=[CH:32][CH:33]=[CH:34][CH:35]=3)[NH:30][CH:29]=2)=[N:4][C:5]([NH:8][C:9]2[CH:10]=[C:11]([NH:15][C:16](=[O:27])[CH2:17][CH2:18][NH:19][C:20](=[O:26])[O:21][C:22]([CH3:24])([CH3:25])[CH3:23])[CH:12]=[CH:13][CH:14]=2)=[N:6][CH:7]=1. The catalyst class is: 258. (10) Reactant: C[Si](C)(C)[C:3]1[CH:4]=[C:5]([CH2:9][C:10]([OH:23])([P:17](=[O:22])([O:20][CH3:21])[O:18][CH3:19])[P:11](=[O:16])([O:14][CH3:15])[O:12][CH3:13])[CH:6]=[CH:7][CH:8]=1.[I:26]Cl. Product: [I:26][C:3]1[CH:4]=[C:5]([CH2:9][C:10]([OH:23])([P:17](=[O:22])([O:20][CH3:21])[O:18][CH3:19])[P:11](=[O:16])([O:14][CH3:15])[O:12][CH3:13])[CH:6]=[CH:7][CH:8]=1. The catalyst class is: 15.